Dataset: Catalyst prediction with 721,799 reactions and 888 catalyst types from USPTO. Task: Predict which catalyst facilitates the given reaction. (1) Reactant: [Cl:1][C:2]1[CH:10]=[CH:9][C:5]([C:6]([OH:8])=O)=[C:4]([O:11][CH3:12])[CH:3]=1.CN(C=O)C.Cl.[CH3:19][NH:20][O:21][CH3:22].C(N(C(C)C)CC)(C)C. Product: [Cl:1][C:2]1[CH:10]=[CH:9][C:5]([C:6]([N:20]([O:21][CH3:22])[CH3:19])=[O:8])=[C:4]([O:11][CH3:12])[CH:3]=1. The catalyst class is: 4. (2) The catalyst class is: 1. Product: [C:1]12([NH:11][C:19](=[O:22])[CH:20]=[CH2:21])[CH2:8][CH:7]3[CH2:6][CH:5]([CH2:4][CH:3]([CH2:9]3)[CH2:2]1)[CH2:10]2. Reactant: [C:1]12([NH2:11])[CH2:10][CH:5]3[CH2:6][CH:7]([CH2:9][CH:3]([CH2:4]3)[CH2:2]1)[CH2:8]2.C(N(CC)CC)C.[C:19](Cl)(=[O:22])[CH:20]=[CH2:21]. (3) Reactant: F[C:2]1[CH:7]=[CH:6][C:5]([C:8]([F:11])([F:10])[F:9])=[CH:4][C:3]=1[N+:12]([O-:14])=[O:13].CN1CCCC1=O.[CH:22]([NH2:26])([CH2:24][CH3:25])[CH3:23]. Product: [CH:22]([NH:26][C:2]1[CH:7]=[CH:6][C:5]([C:8]([F:11])([F:10])[F:9])=[CH:4][C:3]=1[N+:12]([O-:14])=[O:13])([CH2:24][CH3:25])[CH3:23]. The catalyst class is: 6. (4) Reactant: [C:1]([C:5]1[CH:10]=[CH:9][C:8]([N:11]2[C:15](=[O:16])[C:14]([CH3:18])([CH3:17])[N:13]([CH2:19][C:20]3[CH:25]=[CH:24][N:23]4[O:26][C:27](=S)[N:28]=[C:22]4[CH:21]=3)[C:12]2=[O:30])=[CH:7][CH:6]=1)([CH3:4])([CH3:3])[CH3:2].[CH:31]1([NH2:37])[CH2:36][CH2:35][CH2:34][CH2:33][CH2:32]1. Product: [C:1]([C:5]1[CH:10]=[CH:9][C:8]([N:11]2[C:15](=[O:16])[C:14]([CH3:18])([CH3:17])[N:13]([CH2:19][C:20]3[CH:25]=[CH:24][N:23]=[C:22]([NH:28][C:27]([NH:37][CH:31]4[CH2:36][CH2:35][CH2:34][CH2:33][CH2:32]4)=[O:26])[CH:21]=3)[C:12]2=[O:30])=[CH:7][CH:6]=1)([CH3:4])([CH3:3])[CH3:2]. The catalyst class is: 8. (5) The catalyst class is: 293. Product: [OH:8][C@H:9]1[CH2:13][N:12]([C:14](=[O:29])[CH2:15][NH:16][C:17](=[O:28])[C:18]2[CH:23]=[CH:22][CH:21]=[C:20]([C:24]([F:26])([F:27])[F:25])[CH:19]=2)[C@H:11]([CH:30]([CH3:32])[CH3:31])[CH2:10]1. Reactant: C([O:8][C@H:9]1[CH2:13][N:12]([C:14](=[O:29])[CH2:15][NH:16][C:17](=[O:28])[C:18]2[CH:23]=[CH:22][CH:21]=[C:20]([C:24]([F:27])([F:26])[F:25])[CH:19]=2)[C@H:11]([CH:30]([CH3:32])[CH3:31])[CH2:10]1)C1C=CC=CC=1.